From a dataset of Full USPTO retrosynthesis dataset with 1.9M reactions from patents (1976-2016). Predict the reactants needed to synthesize the given product. (1) Given the product [C:50]([O:49][C:47]([N:42]1[CH2:43][CH2:44][CH2:45][CH2:46][C@@H:41]1[C:39]([NH:38][C@@H:33]([C@@H:34]([CH3:37])[CH2:35][CH3:36])[C:32]([N:31]([C@@H:27]([CH:28]([CH3:29])[CH3:30])[CH2:26][C@H:25]([C:22]1[S:23][CH:24]=[C:20]([C:18]([NH:17][C@@H:9]([CH2:10][C:11]2[CH:16]=[CH:15][CH:14]=[CH:13][CH:12]=2)[CH2:8][C@H:7]([CH3:57])[C:6]([OH:58])=[O:5])=[O:19])[N:21]=1)[OH:56])[CH3:55])=[O:54])=[O:40])=[O:48])([CH3:52])([CH3:51])[CH3:53], predict the reactants needed to synthesize it. The reactants are: [OH-].[Na+].C([O:5][C:6](=[O:58])[C@@H:7]([CH3:57])[CH2:8][C@@H:9]([NH:17][C:18]([C:20]1[N:21]=[C:22]([C@H:25]([OH:56])[CH2:26][C@@H:27]([N:31]([CH3:55])[C:32](=[O:54])[C@@H:33]([NH:38][C:39]([C@H:41]2[CH2:46][CH2:45][CH2:44][CH2:43][N:42]2[C:47]([O:49][C:50]([CH3:53])([CH3:52])[CH3:51])=[O:48])=[O:40])[C@@H:34]([CH3:37])[CH2:35][CH3:36])[CH:28]([CH3:30])[CH3:29])[S:23][CH:24]=1)=[O:19])[CH2:10][C:11]1[CH:16]=[CH:15][CH:14]=[CH:13][CH:12]=1)C. (2) The reactants are: [NH2:1][CH2:2][CH2:3][NH:4][C@:5]12[CH2:40][CH2:39][C@@H:38]([C:41]([CH3:43])=[CH2:42])[C@@H:6]1[C@@H:7]1[C@@:20]([CH3:23])([CH2:21][CH2:22]2)[C@@:19]2([CH3:24])[C@@H:10]([C@:11]3([CH3:37])[C@@H:16]([CH2:17][CH2:18]2)[C:15]([CH3:26])([CH3:25])[C:14]([C:27]2[CH:36]=[CH:35][C:30]([C:31]([O:33]C)=[O:32])=[CH:29][CH:28]=2)=[CH:13][CH2:12]3)[CH2:9][CH2:8]1.CCN(C(C)C)C(C)C.[CH3:53][S:54](Cl)(=[O:56])=[O:55]. Given the product [CH3:23][C@:20]12[C@@:19]3([CH3:24])[C@@H:10]([C@:11]4([CH3:37])[C@@H:16]([CH2:17][CH2:18]3)[C:15]([CH3:26])([CH3:25])[C:14]([C:27]3[CH:28]=[CH:29][C:30]([C:31]([OH:33])=[O:32])=[CH:35][CH:36]=3)=[CH:13][CH2:12]4)[CH2:9][CH2:8][C@@H:7]1[C@H:6]1[C@H:38]([C:41]([CH3:43])=[CH2:42])[CH2:39][CH2:40][C@:5]1([NH:4][CH2:3][CH2:2][NH:1][S:54]([CH3:53])(=[O:56])=[O:55])[CH2:22][CH2:21]2, predict the reactants needed to synthesize it. (3) Given the product [C:1]([O:5][C:6]([N:8]1[CH2:13][CH2:12][CH:11]([C:14](=[O:15])[C:16]2[CH:17]=[CH:18][C:19]([Cl:22])=[CH:20][CH:21]=2)[CH2:10][CH2:9]1)=[O:7])([CH3:4])([CH3:2])[CH3:3], predict the reactants needed to synthesize it. The reactants are: [C:1]([O:5][C:6]([N:8]1[CH2:13][CH2:12][CH:11]([CH:14]([C:16]2[CH:21]=[CH:20][C:19]([Cl:22])=[CH:18][CH:17]=2)[OH:15])[CH2:10][CH2:9]1)=[O:7])([CH3:4])([CH3:3])[CH3:2].C1C=C[NH+]=CC=1.[O-][Cr](Cl)(=O)=O. (4) Given the product [Br:1][C:2]1[CH:3]=[CH:4][C:5]([C:14]2[CH:15]=[C:10]([CH:11]=[CH:12][CH:13]=2)[NH2:9])=[N:6][CH:7]=1, predict the reactants needed to synthesize it. The reactants are: [Br:1][C:2]1[CH:3]=[CH:4][C:5](I)=[N:6][CH:7]=1.[NH2:9][C:10]1[CH:11]=[C:12](B(O)O)[CH:13]=[CH:14][CH:15]=1.C(=O)([O-])[O-].[K+].[K+]. (5) Given the product [CH3:45][O:46][C:47](=[O:64])[CH2:48][C@H:49]([C:52]1[CH:53]=[CH:54][C:55]([CH2:58][N:3]2[C:2](=[O:1])[C:7]([C:8]3[CH:9]=[CH:10][C:11]([NH:14][C:15]([NH:17][C:18]4[CH:23]=[CH:22][CH:21]=[CH:20][C:19]=4[CH3:24])=[O:16])=[CH:12][CH:13]=3)=[CH:6][CH:5]=[N:4]2)=[CH:56][CH:57]=1)[CH2:50][CH3:51], predict the reactants needed to synthesize it. The reactants are: [O:1]=[C:2]1[C:7]([C:8]2[CH:13]=[CH:12][C:11]([NH:14][C:15]([NH:17][C:18]3[CH:23]=[CH:22][CH:21]=[CH:20][C:19]=3[CH3:24])=[O:16])=[CH:10][CH:9]=2)=[CH:6][CH:5]=[N:4][NH:3]1.NC1C=CC(C2C(=O)NN=CC=2)=CC=1.C(=O)([O-])[O-].[Cs+].[Cs+].[CH3:45][O:46][C:47](=[O:64])[CH2:48][C@H:49]([C:52]1[CH:57]=[CH:56][C:55]([CH2:58]OS(C)(=O)=O)=[CH:54][CH:53]=1)[CH2:50][CH3:51]. (6) The reactants are: [N:1]1[CH:6]=[CH:5][CH:4]=[CH:3][C:2]=1[N:7]1[C:11]([NH2:12])=[CH:10][CH:9]=[N:8]1.I[C:14]1[CH:22]=[CH:21][CH:20]=[CH:19][C:15]=1[C:16]([OH:18])=[O:17].C(=O)([O-])[O-].[K+].[K+].O. Given the product [N:1]1[CH:6]=[CH:5][CH:4]=[CH:3][C:2]=1[N:7]1[C:11]([NH:12][C:14]2[CH:22]=[CH:21][CH:20]=[CH:19][C:15]=2[C:16]([OH:18])=[O:17])=[CH:10][CH:9]=[N:8]1, predict the reactants needed to synthesize it. (7) Given the product [Br:49][C:50]1[N:55]=[C:54](/[CH:56]=[CH:11]/[C:12]([NH:14][CH:15]([C:19]2[CH:20]=[CH:21][C:22]([O:23][CH2:24][CH2:25][O:26][CH2:27][CH2:28][O:29][CH2:30][CH2:31][N:32]([C:40]([O:42][C:43]([CH3:44])([CH3:46])[CH3:45])=[O:41])[C:33]([O:35][C:36]([CH3:37])([CH3:39])[CH3:38])=[O:34])=[CH:47][CH:48]=2)[CH2:16][CH2:17][CH3:18])=[O:13])[CH:53]=[CH:52][CH:51]=1, predict the reactants needed to synthesize it. The reactants are: [H-].[Na+].C(OP([CH2:11][C:12]([NH:14][CH:15]([C:19]1[CH:48]=[CH:47][C:22]([O:23][CH2:24][CH2:25][O:26][CH2:27][CH2:28][O:29][CH2:30][CH2:31][N:32]([C:40]([O:42][C:43]([CH3:46])([CH3:45])[CH3:44])=[O:41])[C:33]([O:35][C:36]([CH3:39])([CH3:38])[CH3:37])=[O:34])=[CH:21][CH:20]=1)[CH2:16][CH2:17][CH3:18])=[O:13])(OCC)=O)C.[Br:49][C:50]1[N:55]=[C:54]([CH:56]=O)[CH:53]=[CH:52][CH:51]=1.